This data is from Reaction yield outcomes from USPTO patents with 853,638 reactions. The task is: Predict the reaction yield, written as a fraction of the theoretical maximum amount of product (1.0 means a 100% yield; for example, 0.34 means a 34% yield). (1) The reactants are [Br:1][C:2]1[CH:3]=[C:4]([S:8](Cl)(=[O:10])=[O:9])[CH:5]=[N:6][CH:7]=1.[NH:12]([CH2:16][CH2:17][OH:18])[CH2:13][CH2:14][OH:15]. No catalyst specified. The product is [OH:15][CH2:14][CH2:13][N:12]([CH2:16][CH2:17][OH:18])[S:8]([C:4]1[CH:5]=[N:6][CH:7]=[C:2]([Br:1])[CH:3]=1)(=[O:10])=[O:9]. The yield is 0.420. (2) The catalyst is Cl.CCOCC.O. The yield is 0.350. The reactants are C(OC([N:8]1[C:16]2[C:11](=[CH:12][C:13]([N:17](C(OC(C)(C)C)=O)[C:18]3[CH:23]=[CH:22][N:21]=[C:20]([C:24]4[CH:29]=[CH:28][CH:27]=[C:26]([O:30][CH2:31][CH:32]5[CH2:37][CH2:36][N:35](C(OC(C)(C)C)=O)[CH2:34][CH2:33]5)[CH:25]=4)[N:19]=3)=[CH:14][CH:15]=2)[CH:10]=[N:9]1)=O)(C)(C)C. The product is [NH:35]1[CH2:36][CH2:37][CH:32]([CH2:31][O:30][C:26]2[CH:25]=[C:24]([C:20]3[N:19]=[C:18]([NH:17][C:13]4[CH:12]=[C:11]5[C:16](=[CH:15][CH:14]=4)[NH:8][N:9]=[CH:10]5)[CH:23]=[CH:22][N:21]=3)[CH:29]=[CH:28][CH:27]=2)[CH2:33][CH2:34]1.